From a dataset of Peptide-MHC class II binding affinity with 134,281 pairs from IEDB. Regression. Given a peptide amino acid sequence and an MHC pseudo amino acid sequence, predict their binding affinity value. This is MHC class II binding data. The peptide sequence is KTGQALVVGIYDEPM. The MHC is HLA-DQA10104-DQB10503 with pseudo-sequence HLA-DQA10104-DQB10503. The binding affinity (normalized) is 0.350.